Dataset: hERG channel blocking data for cardiac toxicity assessment. Task: Regression/Classification. Given a drug SMILES string, predict its toxicity properties. Task type varies by dataset: regression for continuous values (e.g., LD50, hERG inhibition percentage) or binary classification for toxic/non-toxic outcomes (e.g., AMES mutagenicity, cardiotoxicity, hepatotoxicity). Dataset: herg. (1) The compound is c1ccc(-c2[nH]c3ccccc3c2C2C[C@@H]3CC[C@H](C2)N3c2ccccc2)cc1. The result is 1 (blocker). (2) The drug is COc1cc2nc(N3CCN(C(=O)[C@@H]4CCCO4)CC3)nc(N)c2cc1OC. The result is 1 (blocker). (3) The molecule is c1ccc(-c2[nH]c3ccccc3c2[C@H]2CCC[NH2+]C2)cc1. The result is 1 (blocker). (4) The compound is CCCCc1oc2ccc(NS(C)(=O)=O)cc2c1C(=O)c1ccc(OCCCN(CCCC)CCCC)cc1. The result is 1 (blocker). (5) The molecule is CCN(CC)Cc1ccc2c(c1)CC[C@H](N1CCN(CCc3ccc(Cl)cc3)CC1=O)C2. The result is 1 (blocker). (6) The molecule is Oc1ccc(CCN2CCC(Nc3nc4ccccc4n3Cc3ccc(F)cc3)CC2)cc1. The result is 1 (blocker). (7) The drug is Cc1cc2c(s1)Nc1ccccc1N=C2N1CCNCC1. The result is 1 (blocker). (8) The molecule is N#Cc1ccc(Cn2cncc2C[NH+](CC[NH+]2CC[NH2+]CC2)[C@@H]2CCN(Cc3cccc(Cl)c3)C2=O)cc1. The result is 1 (blocker). (9) The molecule is O=C1CCC(N2C(=O)c3ccccc3C2=O)C(=O)N1. The result is 0 (non-blocker).